This data is from Full USPTO retrosynthesis dataset with 1.9M reactions from patents (1976-2016). The task is: Predict the reactants needed to synthesize the given product. (1) Given the product [Cl:1][C:2]1[CH:7]=[C:6]([C:8]2[CH:13]=[CH:12][C:11]([F:14])=[C:10]([F:15])[CH:9]=2)[N:5]2[N:16]=[C:17]([CH3:19])[C:18]([I:20])=[C:4]2[N:3]=1, predict the reactants needed to synthesize it. The reactants are: [Cl:1][C:2]1[CH:7]=[C:6]([C:8]2[CH:13]=[CH:12][C:11]([F:14])=[C:10]([F:15])[CH:9]=2)[N:5]2[N:16]=[C:17]([CH3:19])[CH:18]=[C:4]2[N:3]=1.[I:20]N1C(=O)CCC1=O. (2) Given the product [CH3:49][O:48][C:45]([C@@H:46]1[CH2:35][CH2:34][CH2:33][CH2:32][N:31]1[C:20]([C:10]1[C:19]2[C:14](=[CH:15][CH:16]=[CH:17][CH:18]=2)[CH:13]=[CH:12][N:11]=1)=[O:22])=[O:47], predict the reactants needed to synthesize it. The reactants are: CCN(C(C)C)C(C)C.[C:10]1([C:20]([OH:22])=O)[C:19]2[C:14](=[CH:15][CH:16]=[CH:17][CH:18]=2)[CH:13]=[CH:12][N:11]=1.CN(C(O[N:31]1N=N[C:33]2[CH:34]=[CH:35]C=C[C:32]1=2)=[N+](C)C)C.[B-](F)(F)(F)F.[C:45]([O:48][CH2:49]C)(=[O:47])[CH3:46]. (3) Given the product [Br:11][C:7]1[CH:6]=[C:3]2[C:2](=[C:9]([F:10])[CH:8]=1)[N:1]=[C:13]([OH:14])[N:12]=[CH:4]2, predict the reactants needed to synthesize it. The reactants are: [NH2:1][C:2]1[C:9]([F:10])=[CH:8][C:7]([Br:11])=[CH:6][C:3]=1[CH:4]=O.[NH2:12][C:13](N)=[O:14].